Dataset: Merck oncology drug combination screen with 23,052 pairs across 39 cell lines. Task: Regression. Given two drug SMILES strings and cell line genomic features, predict the synergy score measuring deviation from expected non-interaction effect. (1) Drug 1: CN(C)C(=N)N=C(N)N. Drug 2: NC1(c2ccc(-c3nc4ccn5c(=O)[nH]nc5c4cc3-c3ccccc3)cc2)CCC1. Cell line: PA1. Synergy scores: synergy=5.68. (2) Drug 1: CN(C)C(=N)N=C(N)N. Drug 2: COC1=C2CC(C)CC(OC)C(O)C(C)C=C(C)C(OC(N)=O)C(OC)C=CC=C(C)C(=O)NC(=CC1=O)C2=O. Cell line: RPMI7951. Synergy scores: synergy=-18.3. (3) Drug 1: CN1C(=O)C=CC2(C)C3CCC4(C)C(NC(=O)OCC(F)(F)F)CCC4C3CCC12. Drug 2: Cn1nnc2c(C(N)=O)ncn2c1=O. Cell line: PA1. Synergy scores: synergy=-4.83. (4) Drug 1: O=c1[nH]cc(F)c(=O)[nH]1. Drug 2: C#Cc1cccc(Nc2ncnc3cc(OCCOC)c(OCCOC)cc23)c1. Cell line: NCIH460. Synergy scores: synergy=17.2. (5) Drug 1: N.N.O=C(O)C1(C(=O)O)CCC1.[Pt]. Drug 2: COC1=C2CC(C)CC(OC)C(O)C(C)C=C(C)C(OC(N)=O)C(OC)C=CC=C(C)C(=O)NC(=CC1=O)C2=O. Cell line: A375. Synergy scores: synergy=8.88. (6) Drug 1: C#Cc1cccc(Nc2ncnc3cc(OCCOC)c(OCCOC)cc23)c1. Drug 2: Cn1cc(-c2cnn3c(N)c(Br)c(C4CCCNC4)nc23)cn1. Cell line: NCIH2122. Synergy scores: synergy=-2.55.